This data is from Reaction yield outcomes from USPTO patents with 853,638 reactions. The task is: Predict the reaction yield, written as a fraction of the theoretical maximum amount of product (1.0 means a 100% yield; for example, 0.34 means a 34% yield). The reactants are CC1(C)C(C)(C)OB([C:9]2[CH:17]=[CH:16][C:12]([C:13]([OH:15])=O)=[CH:11][CH:10]=2)O1.CCN=C=NCCCN(C)C.[CH3:30][N:31]1[CH2:36][CH2:35][NH:34][CH2:33][CH2:32]1.Br[C:38]1[CH:39]=[C:40]2[C:46]([C:47]3[CH:48]=[C:49]4[C:53](=[CH:54][CH:55]=3)[NH:52][CH:51]=[CH:50]4)=[CH:45][N:44](S(C3C=CC(C)=CC=3)(=O)=O)[C:41]2=[N:42][CH:43]=1. The catalyst is CN(C1C=CN=CC=1)C.CC#N.Cl[Pd](Cl)([P](C1C=CC=CC=1)(C1C=CC=CC=1)C1C=CC=CC=1)[P](C1C=CC=CC=1)(C1C=CC=CC=1)C1C=CC=CC=1. The product is [NH:52]1[C:53]2[C:49](=[CH:48][C:47]([C:46]3[C:40]4[C:41](=[N:42][CH:43]=[C:38]([C:9]5[CH:10]=[CH:11][C:12]([C:13]([N:34]6[CH2:35][CH2:36][N:31]([CH3:30])[CH2:32][CH2:33]6)=[O:15])=[CH:16][CH:17]=5)[CH:39]=4)[NH:44][CH:45]=3)=[CH:55][CH:54]=2)[CH:50]=[CH:51]1. The yield is 0.280.